This data is from Reaction yield outcomes from USPTO patents with 853,638 reactions. The task is: Predict the reaction yield, written as a fraction of the theoretical maximum amount of product (1.0 means a 100% yield; for example, 0.34 means a 34% yield). (1) The reactants are [CH3:1][C:2]1[N:7]2[N:8]=[C:9]([CH:11]=[CH:12][C:13]3[N:14]=[C:15]4[C:23]5[C:18](=[CH:19][CH:20]=[CH:21][CH:22]=5)[CH2:17][N:16]4[CH:24]=3)[N:10]=[C:6]2[C:5]([CH3:25])=[N:4][CH:3]=1. The catalyst is CO.[Pd]. The product is [CH3:1][C:2]1[N:7]2[N:8]=[C:9]([CH2:11][CH2:12][C:13]3[N:14]=[C:15]4[C:23]5[C:18](=[CH:19][CH:20]=[CH:21][CH:22]=5)[CH2:17][N:16]4[CH:24]=3)[N:10]=[C:6]2[C:5]([CH3:25])=[N:4][CH:3]=1. The yield is 0.360. (2) The reactants are [CH3:1][C@H:2]1[CH2:7][NH:6][C:5](=S)[CH2:4][N:3]1[C:9]([O:11][C:12]([CH3:15])([CH3:14])[CH3:13])=[O:10].[N:16]1[CH:21]=[CH:20][N:19]=[CH:18][C:17]=1[C:22]([NH:24][NH2:25])=O. The catalyst is C(O)CCC. The product is [CH3:1][C@H:2]1[CH2:7][N:6]2[C:22]([C:17]3[CH:18]=[N:19][CH:20]=[CH:21][N:16]=3)=[N:24][N:25]=[C:5]2[CH2:4][N:3]1[C:9]([O:11][C:12]([CH3:15])([CH3:14])[CH3:13])=[O:10]. The yield is 0.430. (3) The catalyst is O.C(OCC)(=O)C. The product is [CH2:38]([NH:40][C:29]([C:19]1[CH:20]=[C:21]2[C:26](=[CH:27][C:18]=1[O:17][CH2:10][C:11]1[CH:12]=[CH:13][CH:14]=[CH:15][CH:16]=1)[N:25]=[CH:24][CH:23]=[C:22]2[Cl:3])=[O:31])[CH3:39]. The reactants are S(Cl)([Cl:3])=O.CN(C)C=O.[CH2:10]([O:17][C:18]1[CH:27]=[C:26]2[C:21]([C:22](=O)[CH:23]=[CH:24][NH:25]2)=[CH:20][C:19]=1[C:29]([O:31]C1C=CC=CC=1)=O)[C:11]1[CH:16]=[CH:15][CH:14]=[CH:13][CH:12]=1.[CH2:38]([NH2:40])[CH3:39]. The yield is 0.340. (4) The reactants are C(N(CC)CC)C.[Br:8][C:9]1[CH:17]=[CH:16][C:12]([C:13](Cl)=[O:14])=[CH:11][CH:10]=1.[CH2:18]([NH:26][CH2:27][C:28]1[CH:37]=[CH:36][C:31]([C:32]([O:34][CH3:35])=[O:33])=[CH:30][CH:29]=1)[CH2:19][C:20]1[CH:25]=[CH:24][CH:23]=[CH:22][CH:21]=1. The catalyst is C(Cl)Cl.O.Cl. The product is [Br:8][C:9]1[CH:17]=[CH:16][C:12]([C:13]([N:26]([CH2:27][C:28]2[CH:29]=[CH:30][C:31]([C:32]([O:34][CH3:35])=[O:33])=[CH:36][CH:37]=2)[CH2:18][CH2:19][C:20]2[CH:21]=[CH:22][CH:23]=[CH:24][CH:25]=2)=[O:14])=[CH:11][CH:10]=1. The yield is 0.830. (5) The reactants are [C:1]([O:5][C@@H:6]([C:12]1[C:43]([CH3:44])=[N:42][C:41]2=[CH:45][C:38]3=[N:39][N:40]2[C:13]=1[N:14]1[CH2:48][CH2:47][C:17]([CH3:49])([O:18][CH2:19][CH2:20][CH2:21][CH2:22][C@H:23]([CH3:46])[O:24][C:25]2[C:26]4[CH:27]=[CH:28][CH:29]=[CH:30][C:31]=4[CH:32]=[CH:33][C:34]=2[CH2:35][O:36][CH2:37]3)[CH2:16][CH2:15]1)[C:7]([O:9]CC)=[O:8])([CH3:4])([CH3:3])[CH3:2].[OH-].[Na+]. The catalyst is CCO. The product is [C:1]([O:5][C@@H:6]([C:12]1[C:43]([CH3:44])=[N:42][C:41]2=[CH:45][C:38]3=[N:39][N:40]2[C:13]=1[N:14]1[CH2:15][CH2:16][C:17]([CH3:49])([O:18][CH2:19][CH2:20][CH2:21][CH2:22][C@H:23]([CH3:46])[O:24][C:25]2[C:26]4[CH:27]=[CH:28][CH:29]=[CH:30][C:31]=4[CH:32]=[CH:33][C:34]=2[CH2:35][O:36][CH2:37]3)[CH2:47][CH2:48]1)[C:7]([OH:9])=[O:8])([CH3:4])([CH3:2])[CH3:3]. The yield is 0.660. (6) The reactants are [F:1][C:2]1[CH:7]=[C:6]([F:8])[CH:5]=[CH:4][C:3]=1[S:9]([NH:12][C:13]1[C:14]([O:28][CH3:29])=[N:15][CH:16]=[C:17](B2OC(C)(C)C(C)(C)O2)[CH:18]=1)(=[O:11])=[O:10].Br[C:31]1[CH:36]=[CH:35][N:34]2[N:37]=[CH:38][C:39]([C:40]#[C:41][CH2:42][OH:43])=[C:33]2[CH:32]=1.C(Cl)Cl.C([O-])([O-])=O.[Na+].[Na+]. The catalyst is C1C=CC(P(C2C=CC=CC=2)[C-]2C=CC=C2)=CC=1.C1C=CC(P(C2C=CC=CC=2)[C-]2C=CC=C2)=CC=1.Cl[Pd]Cl.[Fe+2]. The product is [F:1][C:2]1[CH:7]=[C:6]([F:8])[CH:5]=[CH:4][C:3]=1[S:9]([NH:12][C:13]1[C:14]([O:28][CH3:29])=[N:15][CH:16]=[C:17]([C:31]2[CH:36]=[CH:35][N:34]3[N:37]=[CH:38][C:39]([C:40]#[C:41][CH2:42][OH:43])=[C:33]3[CH:32]=2)[CH:18]=1)(=[O:10])=[O:11]. The yield is 0.325. (7) The reactants are [CH:1]1([CH:7]([C:9]2[C:10]([CH2:20][CH2:21][C:22]3[CH:27]=[CH:26][CH:25]=[CH:24][CH:23]=3)=[N:11][N:12]([C:14]3[CH:19]=[CH:18][CH:17]=[CH:16][CH:15]=3)[CH:13]=2)O)[CH2:6][CH2:5][CH2:4][CH2:3][CH2:2]1.[NH2:28][C:29]1[CH:34]=[CH:33][C:32]([C:35]([N:37]([CH3:45])[CH2:38][CH2:39][C:40]([O:42]CC)=[O:41])=[O:36])=[CH:31][CH:30]=1. No catalyst specified. The product is [CH:1]1([CH:7]([NH:28][C:29]2[CH:30]=[CH:31][C:32]([C:35]([N:37]([CH3:45])[CH2:38][CH2:39][C:40]([OH:42])=[O:41])=[O:36])=[CH:33][CH:34]=2)[C:9]2[C:10]([CH2:20][CH2:21][C:22]3[CH:27]=[CH:26][CH:25]=[CH:24][CH:23]=3)=[N:11][N:12]([C:14]3[CH:19]=[CH:18][CH:17]=[CH:16][CH:15]=3)[CH:13]=2)[CH2:6][CH2:5][CH2:4][CH2:3][CH2:2]1. The yield is 0.470.